From a dataset of Forward reaction prediction with 1.9M reactions from USPTO patents (1976-2016). Predict the product of the given reaction. (1) Given the reactants [NH2:1][C:2]1[CH:3]=[C:4]([Cl:22])[CH:5]=[C:6]2[C:14]=1[NH:13][C:12]1[CH:11]=[N:10][CH:9]=[C:8]([NH:15][C:16](=[O:21])[C:17]([F:20])([F:19])[F:18])[C:7]2=1.C[C:24]1[N:32]=[CH:31][CH:30]=[CH:29][C:25]=1[C:26](O)=[O:27].CCN=C=NCCCN(C)C, predict the reaction product. The product is: [Cl:22][C:4]1[CH:5]=[C:6]2[C:14](=[C:2]([NH:1][C:26](=[O:27])[C:25]3[CH:29]=[CH:30][CH:31]=[N:32][CH:24]=3)[CH:3]=1)[NH:13][C:12]1[CH:11]=[N:10][CH:9]=[C:8]([NH:15][C:16](=[O:21])[C:17]([F:20])([F:19])[F:18])[C:7]2=1. (2) Given the reactants C([O:8][C:9]1[C:14]([N+:15]([O-:17])=[O:16])=[C:13]([C:18]2[CH:23]=[CH:22][C:21]([O:24][CH3:25])=[CH:20][C:19]=2[Cl:26])[CH:12]=[CH:11][N:10]=1)C1C=CC=CC=1, predict the reaction product. The product is: [Cl:26][C:19]1[CH:20]=[C:21]([O:24][CH3:25])[CH:22]=[CH:23][C:18]=1[C:13]1[CH:12]=[CH:11][NH:10][C:9](=[O:8])[C:14]=1[N+:15]([O-:17])=[O:16]. (3) Given the reactants [NH2:1][C:2]1[N:7]=[N:6][C:5]([C:8]([O:10][CH3:11])=[O:9])=[CH:4][CH:3]=1.N1C=CC=CC=1.[C:18](Cl)(=O)[O:19]C1C=CC([N+]([O-])=O)=CC=1.Cl.Cl.[CH2:33]1[C:41]2[CH:40]=[CH:39][N:38]=[CH:37][C:36]=2[CH2:35][NH:34]1.C(C(C(C)C)(C(C)C)CN)(C)C.C(=O)([O-])N, predict the reaction product. The product is: [CH2:33]1[C:41]2[CH:40]=[CH:39][N:38]=[CH:37][C:36]=2[CH2:35][N:34]1[C:18]([NH:1][C:2]1[N:7]=[N:6][C:5]([C:8]([O:10][CH3:11])=[O:9])=[CH:4][CH:3]=1)=[O:19]. (4) Given the reactants [CH2:1]([O:8][C:9]1[CH:10]=[C:11]([C:23]2[O:24][C:25]3[C:30]([C:31](=[O:41])[C:32]=2[O:33][CH2:34][C:35]2[CH:40]=[CH:39][CH:38]=[CH:37][CH:36]=2)=[C:29]([OH:42])[C:28]([I:43])=[C:27]([O:44][CH2:45][C:46]2[CH:51]=[CH:50][CH:49]=[CH:48][CH:47]=2)[CH:26]=3)[CH:12]=[CH:13][C:14]=1[O:15][CH2:16][C:17]1[CH:22]=[CH:21][CH:20]=[CH:19][CH:18]=1)[C:2]1[CH:7]=[CH:6][CH:5]=[CH:4][CH:3]=1.[CH2:52](Br)[C:53]1[CH:58]=[CH:57][CH:56]=[CH:55][CH:54]=1, predict the reaction product. The product is: [CH2:1]([O:8][C:9]1[CH:10]=[C:11]([C:23]2[O:24][C:25]3[C:30]([C:31](=[O:41])[C:32]=2[O:33][CH2:34][C:35]2[CH:36]=[CH:37][CH:38]=[CH:39][CH:40]=2)=[C:29]([O:42][CH2:52][C:53]2[CH:58]=[CH:57][CH:56]=[CH:55][CH:54]=2)[C:28]([I:43])=[C:27]([O:44][CH2:45][C:46]2[CH:51]=[CH:50][CH:49]=[CH:48][CH:47]=2)[CH:26]=3)[CH:12]=[CH:13][C:14]=1[O:15][CH2:16][C:17]1[CH:18]=[CH:19][CH:20]=[CH:21][CH:22]=1)[C:2]1[CH:7]=[CH:6][CH:5]=[CH:4][CH:3]=1. (5) Given the reactants [NH2:1][C:2]1[N:7]=[C:6]([NH:8][C:9]([NH:11][CH3:12])=[O:10])[CH:5]=[C:4]([C:13]#[N:14])[CH:3]=1.Cl.[NH2:16][OH:17].C(=O)([O-])[O-].[Na+].[Na+], predict the reaction product. The product is: [NH2:1][C:2]1[CH:3]=[C:4]([CH:5]=[C:6]([NH:8][C:9]([NH:11][CH3:12])=[O:10])[N:7]=1)[C:13]([NH:16][OH:17])=[NH:14]. (6) Given the reactants [CH2:1]([N:8]1[CH2:17][CH2:16][C:15]2[C:14](Cl)=[N:13][C:12]([C:19]3[CH:24]=[CH:23][CH:22]=[CH:21][C:20]=3[C:25]([F:28])([F:27])[F:26])=[N:11][C:10]=2[CH2:9]1)[C:2]1[CH:7]=[CH:6][CH:5]=[CH:4][CH:3]=1.[NH2:29][CH2:30][CH2:31][NH:32][C:33]1[CH:40]=[CH:39][C:36]([C:37]#[N:38])=[CH:35][N:34]=1, predict the reaction product. The product is: [CH2:1]([N:8]1[CH2:17][CH2:16][C:15]2[C:14]([NH:29][CH2:30][CH2:31][NH:32][C:33]3[CH:40]=[CH:39][C:36]([C:37]#[N:38])=[CH:35][N:34]=3)=[N:13][C:12]([C:19]3[CH:24]=[CH:23][CH:22]=[CH:21][C:20]=3[C:25]([F:28])([F:27])[F:26])=[N:11][C:10]=2[CH2:9]1)[C:2]1[CH:7]=[CH:6][CH:5]=[CH:4][CH:3]=1. (7) Given the reactants [CH3:1][C:2](OC(C)=O)=[O:3].[NH2:8][C@@H:9]([CH2:14][C:15]1[CH:20]=[CH:19][C:18]([NH:21][C:22]2[CH:27]=[C:26]([C:28]3[CH:33]=[CH:32][CH:31]=[CH:30][CH:29]=3)[N:25]=[CH:24][N:23]=2)=[CH:17][CH:16]=1)[C@H:10]([OH:13])[CH2:11][Cl:12], predict the reaction product. The product is: [Cl:12][CH2:11][C@@H:10]([OH:13])[C@@H:9]([NH:8][C:2](=[O:3])[CH3:1])[CH2:14][C:15]1[CH:16]=[CH:17][C:18]([NH:21][C:22]2[CH:27]=[C:26]([C:28]3[CH:33]=[CH:32][CH:31]=[CH:30][CH:29]=3)[N:25]=[CH:24][N:23]=2)=[CH:19][CH:20]=1. (8) Given the reactants [CH3:1][CH:2]([CH2:5][OH:6])[CH2:3][OH:4].[N+:7]([C:10]1[CH:17]=[CH:16][CH:15]=[C:14]([N+]([O-])=O)[C:11]=1[C:12]#[N:13])([O-:9])=[O:8], predict the reaction product. The product is: [OH:4][CH2:3][CH:2]([CH3:1])[CH2:5][O:6][C:14]1[CH:15]=[CH:16][CH:17]=[C:10]([N+:7]([O-:9])=[O:8])[C:11]=1[C:12]#[N:13]. (9) Given the reactants Br[C:2]1[CH:3]=[C:4]([NH:13][CH2:14][C:15]2[CH:20]=[CH:19][CH:18]=[CH:17][C:16]=2[CH2:21][CH3:22])[C:5]2[N:6]([C:8]([CH3:12])=[C:9]([CH3:11])[N:10]=2)[CH:7]=1.C(=O)([O-])[O-].[K+].[K+].[NH:29]1[CH:34]=[CH:33][CH:32]=[CH:31][C:30]1=[O:35], predict the reaction product. The product is: [CH2:21]([C:16]1[CH:17]=[CH:18][CH:19]=[CH:20][C:15]=1[CH2:14][NH:13][C:4]1[C:5]2[N:6]([C:8]([CH3:12])=[C:9]([CH3:11])[N:10]=2)[CH:7]=[C:2]([N:29]2[CH:34]=[CH:33][CH:32]=[CH:31][C:30]2=[O:35])[CH:3]=1)[CH3:22].